Dataset: Full USPTO retrosynthesis dataset with 1.9M reactions from patents (1976-2016). Task: Predict the reactants needed to synthesize the given product. (1) Given the product [Cl:27][C:17]1[CH:18]=[C:19]([CH2:22][C:23]([O:25][CH3:26])=[O:24])[CH:20]=[CH:21][C:16]=1[NH:15][C:12]([C:9]1[C:10]2[C:5](=[CH:4][CH:3]=[C:2]([F:1])[CH:11]=2)[CH:6]=[CH:7][N:8]=1)=[O:14], predict the reactants needed to synthesize it. The reactants are: [F:1][C:2]1[CH:11]=[C:10]2[C:5]([CH:6]=[CH:7][N:8]=[C:9]2[C:12]([OH:14])=O)=[CH:4][CH:3]=1.[NH2:15][C:16]1[CH:21]=[CH:20][C:19]([CH2:22][C:23]([O:25][CH3:26])=[O:24])=[CH:18][C:17]=1[Cl:27].C1C=CC2N(O)N=NC=2C=1.CCN=C=NCCCN(C)C.Cl. (2) Given the product [C:13]([O:12][C:10]([N:8]1[CH2:9][C:6]([NH:17][C:18]([O:20][C:21]([CH3:24])([CH3:23])[CH3:22])=[O:19])([CH2:4][OH:3])[CH2:7]1)=[O:11])([CH3:15])([CH3:16])[CH3:14], predict the reactants needed to synthesize it. The reactants are: C([O:3][C:4]([C:6]1([NH:17][C:18]([O:20][C:21]([CH3:24])([CH3:23])[CH3:22])=[O:19])[CH2:9][N:8]([C:10]([O:12][C:13]([CH3:16])([CH3:15])[CH3:14])=[O:11])[CH2:7]1)=O)C.[Li+].[BH4-].Cl. (3) Given the product [NH2:37][C@H:29]([CH2:30][C:31]1[CH:36]=[CH:35][N:34]=[CH:33][CH:32]=1)[C:28]([N:25]1[CH2:24][CH2:23][CH:22]([N:13]2[N:12]=[C:11]([C:5]3[CH:6]=[CH:7][C:8]([O:9][CH3:10])=[C:3]([O:2][CH3:1])[CH:4]=3)[C@@H:20]3[C@@H:15]([CH2:16][CH2:17][CH2:18][CH2:19]3)[C:14]2=[O:21])[CH2:27][CH2:26]1)=[O:45], predict the reactants needed to synthesize it. The reactants are: [CH3:1][O:2][C:3]1[CH:4]=[C:5]([C:11]2[C@@H:20]3[C@@H:15]([CH2:16][CH2:17][CH2:18][CH2:19]3)[C:14](=[O:21])[N:13]([CH:22]3[CH2:27][CH2:26][N:25]([C:28](=[O:45])[C@H:29]([NH:37]C(=O)OC(C)(C)C)[CH2:30][C:31]4[CH:36]=[CH:35][N:34]=[CH:33][CH:32]=4)[CH2:24][CH2:23]3)[N:12]=2)[CH:6]=[CH:7][C:8]=1[O:9][CH3:10]. (4) Given the product [F:1][C:2]1[CH:3]=[CH:4][C:5]([C:6]([NH:8][C@H:9]2[C:17]3[C:12](=[CH:13][CH:14]=[C:15]([N:18]4[CH2:23][CH2:22][N:21]([C:24]([O:26][C:27]([CH3:30])([CH3:28])[CH3:29])=[O:25])[CH2:20][CH2:19]4)[CH:16]=3)[CH2:11][C@@H:10]2[OH:32])=[O:7])=[CH:33][CH:34]=1, predict the reactants needed to synthesize it. The reactants are: [F:1][C:2]1[CH:34]=[CH:33][C:5]([C:6]([NH:8][C@H:9]2[C:17]3[C:12](=[CH:13][CH:14]=[C:15]([N:18]4[CH2:23][CH2:22][N:21]([C:24]([O:26][C:27]([CH3:30])([CH3:29])[CH3:28])=[O:25])[CH2:20][C:19]4=O)[CH:16]=3)[CH2:11][C@@H:10]2[OH:32])=[O:7])=[CH:4][CH:3]=1.O.C(=O)(O)[O-].[Na+]. (5) Given the product [F:32][C:2]([F:1])([F:33])[C:3]1[CH:4]=[C:5]([NH:9][C:10]([N:12]2[CH2:18][CH2:17][CH2:16][CH2:15][C:14]3[CH:19]=[C:20]([O:23][C:24]4[CH:29]=[CH:28][N:27]=[C:26]([NH2:31])[N:25]=4)[CH:21]=[CH:22][C:13]2=3)=[O:11])[CH:6]=[CH:7][CH:8]=1, predict the reactants needed to synthesize it. The reactants are: [F:1][C:2]([F:33])([F:32])[C:3]1[CH:4]=[C:5]([NH:9][C:10]([N:12]2[CH2:18][CH2:17][CH2:16][CH2:15][C:14]3[CH:19]=[C:20]([O:23][C:24]4[CH:29]=[C:28](Cl)[N:27]=[C:26]([NH2:31])[N:25]=4)[CH:21]=[CH:22][C:13]2=3)=[O:11])[CH:6]=[CH:7][CH:8]=1.CCCCCC.CCOC(C)=O. (6) Given the product [Br:8][C:5]1[CH:6]=[CH:7][C:2]([O:14][CH3:12])=[N:3][CH:4]=1, predict the reactants needed to synthesize it. The reactants are: Br[C:2]1[CH:7]=[CH:6][C:5]([Br:8])=[CH:4][N:3]=1.CO.C[C:12](C)([O-:14])C.[K+].